From a dataset of Reaction yield outcomes from USPTO patents with 853,638 reactions. Predict the reaction yield, written as a fraction of the theoretical maximum amount of product (1.0 means a 100% yield; for example, 0.34 means a 34% yield). (1) The reactants are [CH2:1]([NH:6][C:7]1[CH:11]=[CH:10][S:9][CH:8]=1)[CH2:2][CH2:3][CH2:4][CH3:5].[C:12](Cl)(=[O:16])[C:13](Cl)=[O:14]. The catalyst is CCOCC. The product is [CH2:1]([N:6]1[C:13](=[O:14])[C:12](=[O:16])[C:8]2[S:9][CH:10]=[CH:11][C:7]1=2)[CH2:2][CH2:3][CH2:4][CH3:5]. The yield is 0.530. (2) The reactants are [CH:1]1[C:10]2[C:5](=[CH:6][CH:7]=[CH:8][CH:9]=2)[CH:4]=[CH:3][C:2]=1[NH:11][S:12]([C:15]1[CH:16]=[C:17]([CH:21]=[CH:22][C:23]([OH:25])=O)[CH:18]=[CH:19][CH:20]=1)(=[O:14])=[O:13].[Cl:26]CCl. The catalyst is CN(C)C=O. The product is [CH:1]1[C:10]2[C:5](=[CH:6][CH:7]=[CH:8][CH:9]=2)[CH:4]=[CH:3][C:2]=1[NH:11][S:12]([C:15]1[CH:16]=[C:17]([CH:21]=[CH:22][C:23]([Cl:26])=[O:25])[CH:18]=[CH:19][CH:20]=1)(=[O:14])=[O:13]. The yield is 0.950. (3) The reactants are C(N1C=CN=C1)(N1C=CN=C1)=O.[OH:13][C:14]1[C:19]([C:20]([OH:22])=O)=[CH:18][N:17]=[C:16]2[S:23][C:24]([I:26])=[CH:25][C:15]=12.[Cl:27][C:28]1[CH:35]=[CH:34][C:31]([CH2:32][NH2:33])=[CH:30][CH:29]=1.CC(O)=O. The catalyst is CN(C=O)C. The product is [Cl:27][C:28]1[CH:35]=[CH:34][C:31]([CH2:32][NH:33][C:20]([C:19]2[C:14]([OH:13])=[C:15]3[CH:25]=[C:24]([I:26])[S:23][C:16]3=[N:17][CH:18]=2)=[O:22])=[CH:30][CH:29]=1. The yield is 0.740. (4) The reactants are [OH:1][C@@:2]1([C:9]#[C:10][C:11]2[CH:12]=[C:13]([N:17]3[C:25]4[CH2:24][CH2:23][N:22]([C:26]([O:28][C:29]([CH3:32])([CH3:31])[CH3:30])=[O:27])[CH2:21][C:20]=4[C:19]([C:33]([O:35]CC)=O)=[N:18]3)[CH:14]=[CH:15][CH:16]=2)[CH2:6][CH2:5][N:4]([CH3:7])[C:3]1=[O:8].[NH3:38]. The catalyst is CO. The product is [C:33]([C:19]1[C:20]2[CH2:21][N:22]([C:26]([O:28][C:29]([CH3:31])([CH3:30])[CH3:32])=[O:27])[CH2:23][CH2:24][C:25]=2[N:17]([C:13]2[CH:14]=[CH:15][CH:16]=[C:11]([C:10]#[C:9][C@:2]3([OH:1])[CH2:6][CH2:5][N:4]([CH3:7])[C:3]3=[O:8])[CH:12]=2)[N:18]=1)(=[O:35])[NH2:38]. The yield is 0.500. (5) The reactants are [NH2:1][C:2]1[CH:7]=[CH:6][C:5]([Br:8])=[CH:4][N:3]=1.C([Li])CCC.Cl[Si:15]([CH3:23])([CH3:22])[CH2:16][CH2:17][Si:18](Cl)([CH3:20])[CH3:19]. The catalyst is O1CCCC1. The product is [Br:8][C:5]1[CH:6]=[CH:7][C:2]([N:1]2[Si:18]([CH3:20])([CH3:19])[CH2:17][CH2:16][Si:15]2([CH3:23])[CH3:22])=[N:3][CH:4]=1. The yield is 0.590.